This data is from Full USPTO retrosynthesis dataset with 1.9M reactions from patents (1976-2016). The task is: Predict the reactants needed to synthesize the given product. (1) Given the product [CH2:18]([O:17][C:15]([N:3]1[CH2:8][CH2:7][N:6]([C:15]([O:17][CH2:18][C:19]2[CH:24]=[CH:23][CH:22]=[CH:21][CH:20]=2)=[O:12])[CH2:5][CH:4]1[C:9]([OH:11])=[O:10])=[O:16])[C:19]1[CH:24]=[CH:23][CH:22]=[CH:21][CH:20]=1, predict the reactants needed to synthesize it. The reactants are: Cl.Cl.[NH:3]1[CH2:8][CH2:7][NH:6][CH2:5][CH:4]1[C:9]([OH:11])=[O:10].[OH-:12].[Na+].Cl[C:15]([O:17][CH2:18][C:19]1[CH:24]=[CH:23][CH:22]=[CH:21][CH:20]=1)=[O:16]. (2) Given the product [CH2:1]([O:8][CH2:9][CH2:10][NH:11][S:12]([C:15]1[C:20]([Cl:21])=[CH:19][CH:18]=[C:17]([NH2:22])[C:16]=1[OH:25])(=[O:14])=[O:13])[C:2]1[CH:3]=[CH:4][CH:5]=[CH:6][CH:7]=1, predict the reactants needed to synthesize it. The reactants are: [CH2:1]([O:8][CH2:9][CH2:10][NH:11][S:12]([C:15]1[C:20]([Cl:21])=[CH:19][CH:18]=[C:17]([N+:22]([O-])=O)[C:16]=1[OH:25])(=[O:14])=[O:13])[C:2]1[CH:7]=[CH:6][CH:5]=[CH:4][CH:3]=1.S(S([O-])=O)([O-])=O.[Na+].[Na+].Cl. (3) Given the product [Cl:13][C:14]1[CH:19]=[N:18][N:17]2[C:1](=[O:2])[NH:21][N:20]=[C:16]2[C:15]=1[C:22]1[CH:23]=[CH:24][C:25]([Cl:28])=[CH:26][CH:27]=1, predict the reactants needed to synthesize it. The reactants are: [C:1](N1C=CN=C1)(N1C=CN=C1)=[O:2].[Cl:13][C:14]1[C:15]([C:22]2[CH:27]=[CH:26][C:25]([Cl:28])=[CH:24][CH:23]=2)=[C:16]([NH:20][NH2:21])[N:17]=[N:18][CH:19]=1.O. (4) Given the product [Cl:16][C:13]1[CH:14]=[CH:15][C:9]2[C:8](=[O:17])[NH:7][C:6]3[CH:18]=[CH:19][C:3]([CH2:2][N:24]([CH2:23][CH2:22][N:21]([CH3:26])[CH3:20])[CH3:25])=[CH:4][C:5]=3[NH:11][C:10]=2[CH:12]=1, predict the reactants needed to synthesize it. The reactants are: Br[CH2:2][C:3]1[CH:19]=[CH:18][C:6]2[NH:7][C:8](=[O:17])[C:9]3[CH:15]=[CH:14][C:13]([Cl:16])=[CH:12][C:10]=3[NH:11][C:5]=2[CH:4]=1.[CH3:20][N:21]([CH3:26])[CH2:22][CH2:23][NH:24][CH3:25]. (5) The reactants are: [OH:1][C:2]1[CH:10]=[CH:9][C:5]([C:6]([OH:8])=[O:7])=[CH:4][C:3]=1[I:11].Cl.[CH3:13]O. Given the product [OH:1][C:2]1[CH:10]=[CH:9][C:5]([C:6]([O:8][CH3:13])=[O:7])=[CH:4][C:3]=1[I:11], predict the reactants needed to synthesize it. (6) Given the product [CH2:23]([O:22][C:20](=[O:21])[NH:18][CH2:17][CH2:16][C:13]1[CH:14]=[CH:15][S:11][CH:12]=1)[CH3:24], predict the reactants needed to synthesize it. The reactants are: C(N(C(C)C)CC)(C)C.Cl.[S:11]1[CH:15]=[CH:14][C:13]([CH2:16][CH2:17][NH2:18])=[CH:12]1.Cl[C:20]([O:22][CH2:23][CH3:24])=[O:21].